From a dataset of CYP1A2 inhibition data for predicting drug metabolism from PubChem BioAssay. Regression/Classification. Given a drug SMILES string, predict its absorption, distribution, metabolism, or excretion properties. Task type varies by dataset: regression for continuous measurements (e.g., permeability, clearance, half-life) or binary classification for categorical outcomes (e.g., BBB penetration, CYP inhibition). Dataset: cyp1a2_veith. (1) The compound is c1cncc(CNc2cc(-c3ccc4c(c3)OCO4)ncn2)c1. The result is 1 (inhibitor). (2) The drug is COc1ccc(S(=O)(=O)N2CCc3ccccc3C2)cc1OC. The result is 0 (non-inhibitor). (3) The compound is C/C(CC(=O)NCCCN1CCOCC1)=N\NC(=O)COc1ccc(Cl)cc1. The result is 1 (inhibitor). (4) The compound is Cc1[nH]c(=O)c(C(=O)/C=C/c2ccccc2F)c2c1CCCC2. The result is 1 (inhibitor). (5) The compound is COC(=O)C(NNc1ccccc1)(NC(=O)c1ccccc1F)C(F)(F)F. The result is 0 (non-inhibitor). (6) The drug is CCOC(=O)c1c(C)[nH]c(C(=O)OCC(=O)NC2CCS(=O)(=O)C2)c1C. The result is 1 (inhibitor). (7) The compound is O=C(/C=C/c1cc2c(cc1Br)OCO2)NCc1ccc(Cl)cc1. The result is 1 (inhibitor). (8) The molecule is CCC(=O)OCN1C(=O)C=CC1=O. The result is 1 (inhibitor).